Task: Predict the reactants needed to synthesize the given product.. Dataset: Full USPTO retrosynthesis dataset with 1.9M reactions from patents (1976-2016) (1) Given the product [CH3:1][C:2]1[CH:35]=[CH:34][C:5]([CH2:6][N:7]2[C:12](=[N:13][C:14]3[CH:19]=[CH:18][C:17]([O:20][CH:21]([CH3:23])[CH3:22])=[C:16]([CH:36]=[CH2:37])[CH:15]=3)[NH:11][C:10](=[O:25])[N:9]([CH2:26][C@@H:27]([C:29]([O:31][CH3:32])=[O:30])[CH3:28])[C:8]2=[O:33])=[CH:4][CH:3]=1, predict the reactants needed to synthesize it. The reactants are: [CH3:1][C:2]1[CH:35]=[CH:34][C:5]([CH2:6][N:7]2[C:12](=[N:13][C:14]3[CH:19]=[CH:18][C:17]([O:20][CH:21]([CH3:23])[CH3:22])=[C:16](Br)[CH:15]=3)[NH:11][C:10](=[O:25])[N:9]([CH2:26][C@@H:27]([C:29]([O:31][CH3:32])=[O:30])[CH3:28])[C:8]2=[O:33])=[CH:4][CH:3]=1.[CH:36](B1OC(C)(C)C(C)(C)O1)=[CH2:37].C1COCC1.C(=O)([O-])[O-].[K+].[K+]. (2) Given the product [OH:17][C:18]1[CH:26]=[CH:25][CH:24]=[CH:23][C:19]=1[C:20]([NH:1][CH:2]([CH3:16])[CH:3]([NH:5][C:6](=[O:15])[O:7][CH2:8][C:9]1[CH:14]=[CH:13][CH:12]=[CH:11][CH:10]=1)[CH3:4])=[O:21], predict the reactants needed to synthesize it. The reactants are: [NH2:1][CH:2]([CH3:16])[CH:3]([NH:5][C:6](=[O:15])[O:7][CH2:8][C:9]1[CH:14]=[CH:13][CH:12]=[CH:11][CH:10]=1)[CH3:4].[OH:17][C:18]1[CH:26]=[CH:25][CH:24]=[CH:23][C:19]=1[C:20](O)=[O:21].N1C=CN=C1.C1CCC(N=C=NC2CCCCC2)CC1. (3) Given the product [CH3:26][C:33]1([CH3:32])[C:15]2=[CH:16][C:17]3[CH2:18][C@H:19]4[N:11]([C:12]=3[N:13]=[C:14]2[CH2:23][O:29]1)[C@H:10]([CH3:25])[CH2:9][NH:8][CH2:20]4, predict the reactants needed to synthesize it. The reactants are: C(OC([N:8]1[CH2:20][C@@H:19]2[N:11]([C:12]3[N:13]=[C:14]4[CH2:23]OC(=O)[C:15]4=[CH:16][C:17]=3[CH2:18]2)[C@H:10]([CH3:25])[CH2:9]1)=O)(C)(C)C.[CH3:26][Mg]Br.[O:29]1[CH2:33][CH2:32]CC1. (4) Given the product [Br:1][C:2]1[CH:3]=[C:4]([N:11]2[CH2:16][CH2:15][O:14][CH2:13][CH2:12]2)[C:5]([C:8]([NH:25][CH3:24])=[O:10])=[N:6][CH:7]=1, predict the reactants needed to synthesize it. The reactants are: [Br:1][C:2]1[CH:3]=[C:4]([N:11]2[CH2:16][CH2:15][O:14][CH2:13][CH2:12]2)[C:5]([C:8]([OH:10])=O)=[N:6][CH:7]=1.C(Cl)CCl.C1C=[N:25][C:24]2N(O)N=NC=2C=1.Cl.CN.CCN(C(C)C)C(C)C. (5) Given the product [CH2:1]([C:3]1[CH:8]=[CH:7][C:6]([CH2:9][C:11]2[CH:12]=[CH:13][N:14]=[N:15][C:16]=2[O:17][CH3:18])=[CH:5][CH:4]=1)[CH3:2].[C:34]([OH:36])(=[O:10])[CH3:35].[CH2:1]([C:3]1[CH:8]=[CH:7][C:6]([CH2:9][C:11]2[CH:12]=[CH:13][N:14]=[N:15][C:16]=2[O:17][CH3:18])=[CH:5][CH:4]=1)[CH3:2], predict the reactants needed to synthesize it. The reactants are: [CH2:1]([C:3]1[CH:8]=[CH:7][C:6]([CH:9]([C:11]2[CH:12]=[C:13](Cl)[N:14]=[N:15][C:16]=2[O:17][CH3:18])[OH:10])=[CH:5][CH:4]=1)[CH3:2].C(C1C=CC(C(C2[CH:35]=[C:34]([O:36]C)N=NC=2Cl)O)=CC=1)C. (6) The reactants are: [CH2:1]([OH:8])[C:2]1[CH:7]=[CH:6][CH:5]=[CH:4][CH:3]=1.Cl[S:10]([N:13]=[C:14]=[O:15])(=[O:12])=[O:11].NC[CH2:18][C:19]1[CH:24]=[N:23][C:22]([CH3:25])=[CH:21][N:20]=1.Cl.C(#[N:29])C. Given the product [CH3:25][C:22]1[N:23]=[CH:24][C:19]([CH2:18][NH:29][S:10]([NH:13][C:14](=[O:15])[O:8][CH2:1][C:2]2[CH:7]=[CH:6][CH:5]=[CH:4][CH:3]=2)(=[O:12])=[O:11])=[N:20][CH:21]=1, predict the reactants needed to synthesize it.